This data is from Full USPTO retrosynthesis dataset with 1.9M reactions from patents (1976-2016). The task is: Predict the reactants needed to synthesize the given product. (1) Given the product [C:1]1([S:7][CH2:8][Si:11]([Cl:13])([Cl:12])[Cl:10])[CH:6]=[CH:5][CH:4]=[CH:3][CH:2]=1, predict the reactants needed to synthesize it. The reactants are: [C:1]1([S:7][CH2:8]Cl)[CH:6]=[CH:5][CH:4]=[CH:3][CH:2]=1.[Cl:10][SiH:11]([Cl:13])[Cl:12]. (2) Given the product [NH2:1][C:2]1[C:3]([N:9]2[CH2:14][CH2:13][CH:12]([OH:15])[CH2:11][CH2:10]2)=[N:4][C:5]([C:19]2[CH:20]=[CH:21][N:16]=[CH:17][CH:18]=2)=[CH:6][N:7]=1, predict the reactants needed to synthesize it. The reactants are: [NH2:1][C:2]1[C:3]([N:9]2[CH2:14][CH2:13][CH:12]([OH:15])[CH2:11][CH2:10]2)=[N:4][C:5](Br)=[CH:6][N:7]=1.[N:16]1[CH:21]=[CH:20][C:19](B(O)O)=[CH:18][CH:17]=1. (3) Given the product [Cl:1][C:2]1[CH:3]=[C:4]2[C:13](=[C:14]3[C:19]=1[CH:18]=[CH:17][CH:16]=[N:15]3)[NH:12][S:11](=[O:21])(=[O:20])[C:10]1[C:5]2=[CH:6][C:7]([C:22]([N:25]2[CH2:30][CH2:29][O:28][CH2:27][CH2:26]2)=[O:23])=[CH:8][CH:9]=1, predict the reactants needed to synthesize it. The reactants are: [Cl:1][C:2]1[CH:3]=[C:4]2[C:13](=[C:14]3[C:19]=1[CH:18]=[CH:17][CH:16]=[N:15]3)[NH:12][S:11](=[O:21])(=[O:20])[C:10]1[C:5]2=[CH:6][C:7]([C:22](O)=[O:23])=[CH:8][CH:9]=1.[NH:25]1[CH2:30][CH2:29][O:28][CH2:27][CH2:26]1.CCN=C=NCCCN(C)C.Cl.C1C=CC2N(O)N=NC=2C=1. (4) Given the product [NH:1]([C:8]1[C:16]2[CH:15]=[CH:14][C:13](=[O:17])[N:12]([C:18]3[CH:22]=[CH:21][S:20][CH:19]=3)[C:11]=2[S:10][C:9]=1[C:23]([NH2:34])=[O:25])[C:2]1[CH:3]=[CH:4][CH:5]=[CH:6][CH:7]=1, predict the reactants needed to synthesize it. The reactants are: [NH:1]([C:8]1[C:16]2[CH:15]=[CH:14][C:13](=[O:17])[N:12]([C:18]3[CH:22]=[CH:21][S:20][CH:19]=3)[C:11]=2[S:10][C:9]=1[C:23]([O:25]CC)=O)[C:2]1[CH:7]=[CH:6][CH:5]=[CH:4][CH:3]=1.C(OCCO)C.[NH3:34]. (5) Given the product [CH3:15][C:12]1[N:11]=[CH:10][C:9]([CH2:8][NH:7][C:5]([C:4]2[CH:3]=[C:2]([C:27]3[CH:32]=[CH:31][C:30]([CH3:33])=[CH:29][CH:28]=3)[CH:18]=[C:17]([N:19]3[CH2:23][CH2:22][CH2:21][C@@H:20]3[CH2:24][OH:25])[CH:16]=2)=[O:6])=[CH:14][CH:13]=1, predict the reactants needed to synthesize it. The reactants are: Br[C:2]1[CH:3]=[C:4]([CH:16]=[C:17]([N:19]2[CH2:23][CH2:22][CH2:21][C@@H:20]2[CH2:24][OH:25])[CH:18]=1)[C:5]([NH:7][CH2:8][C:9]1[CH:10]=[N:11][C:12]([CH3:15])=[CH:13][CH:14]=1)=[O:6].B(O)(O)[C:27]1[CH:28]=[CH:29][C:30]([CH3:33])=[CH:31][CH:32]=1.C1(C)C=CC=CC=1.C(=O)([O-])[O-].[Cs+].[Cs+].O.